Dataset: Reaction yield outcomes from USPTO patents with 853,638 reactions. Task: Predict the reaction yield, written as a fraction of the theoretical maximum amount of product (1.0 means a 100% yield; for example, 0.34 means a 34% yield). (1) The reactants are Cl.Cl.[NH:3]1[CH2:6][CH:5]([C:7]2[C:8]([O:28][CH3:29])=[C:9]([CH:15]([N:17]3[C:21]4=[N:22][CH:23]=[N:24][C:25]([NH2:26])=[C:20]4[C:19]([CH3:27])=[N:18]3)[CH3:16])[CH:10]=[C:11]([Cl:14])[C:12]=2[CH3:13])[CH2:4]1.C(N(CC)CC)C.Br[C@@H:38]([CH3:43])[C:39]([O:41][CH3:42])=[O:40]. The catalyst is C(#N)C. The product is [NH2:26][C:25]1[N:24]=[CH:23][N:22]=[C:21]2[N:17]([CH:15]([C:9]3[C:8]([O:28][CH3:29])=[C:7]([CH:5]4[CH2:4][N:3]([C@H:38]([CH3:43])[C:39]([O:41][CH3:42])=[O:40])[CH2:6]4)[C:12]([CH3:13])=[C:11]([Cl:14])[CH:10]=3)[CH3:16])[N:18]=[C:19]([CH3:27])[C:20]=12. The yield is 0.280. (2) The reactants are [C:1]([C:5]1[O:6][CH:7]=[CH:8][CH:9]=1)([CH3:4])([CH3:3])[CH3:2].C([Li])CCC.[C:15](=[O:17])=[O:16]. The catalyst is C1COCC1. The product is [C:1]([C:5]1[O:6][C:7]([C:15]([OH:17])=[O:16])=[CH:8][CH:9]=1)([CH3:4])([CH3:3])[CH3:2]. The yield is 0.690. (3) The reactants are Cl[CH2:2][CH2:3][N:4]1[C:12]2[C:7](=[CH:8][C:9]([O:13][CH3:14])=[CH:10][CH:11]=2)[C:6]([S:15]([C:18]2[CH:23]=[CH:22][CH:21]=[CH:20][CH:19]=2)(=[O:17])=[O:16])=[CH:5]1.[CH2:24]([NH2:31])[C:25]1[CH:30]=[CH:29][CH:28]=[CH:27][CH:26]=1. No catalyst specified. The product is [CH2:24]([NH:31][CH2:2][CH2:3][N:4]1[C:12]2[C:7](=[CH:8][C:9]([O:13][CH3:14])=[CH:10][CH:11]=2)[C:6]([S:15]([C:18]2[CH:23]=[CH:22][CH:21]=[CH:20][CH:19]=2)(=[O:17])=[O:16])=[CH:5]1)[C:25]1[CH:30]=[CH:29][CH:28]=[CH:27][CH:26]=1. The yield is 0.760. (4) The reactants are [CH2:1]([P:3]([OH:9])([CH2:5][C:6]([OH:8])=[O:7])=[O:4])[CH3:2].[OH-].[Na+:11]. No catalyst specified. The product is [Na+:11].[CH2:1]([P:3]([OH:9])([CH2:5][C:6]([O-:8])=[O:7])=[O:4])[CH3:2]. The yield is 0.980. (5) The reactants are C([O:3][C:4](=O)[C:5]1[CH:10]=[C:9]([C:11]2[C:12]([Cl:37])=[C:13]3[C:19]([C:20]4[CH:25]=[C:24]([F:26])[CH:23]=[CH:22][C:21]=4[O:27][CH3:28])=[CH:18][N:17]([CH2:29][O:30][CH2:31][CH2:32][Si:33]([CH3:36])([CH3:35])[CH3:34])[C:14]3=[N:15][CH:16]=2)[CH:8]=[N:7][CH:6]=1)C.[OH-].[K+].Cl.[CH:42]([N:45](C(C)C)[CH2:46]C)(C)C.F[P-](F)(F)(F)(F)F.N1(OC(N(C)C)=[N+](C)C)C2N=CC=CC=2N=N1.CNC.C(O)(=O)CC(CC(O)=O)(C(O)=O)O. The catalyst is CO.O.C1COCC1.ClCCl. The product is [Cl:37][C:12]1[C:11]([C:9]2[CH:8]=[N:7][CH:6]=[C:5]([CH:10]=2)[C:4]([N:45]([CH3:46])[CH3:42])=[O:3])=[CH:16][N:15]=[C:14]2[N:17]([CH2:29][O:30][CH2:31][CH2:32][Si:33]([CH3:36])([CH3:34])[CH3:35])[CH:18]=[C:19]([C:20]3[CH:25]=[C:24]([F:26])[CH:23]=[CH:22][C:21]=3[O:27][CH3:28])[C:13]=12. The yield is 0.370. (6) The yield is 0.605. The product is [C:1]([OH:4])(=[O:3])[CH3:2].[OH:5][C@H:6]1[CH2:30][CH2:29][C@@:28]2([CH3:31])[C@H:8]([CH2:9][CH2:10][C@@H:11]3[C:27]2=[CH:26][C:25](=[O:3])[C@@:24]2([CH3:32])[C@H:12]3[CH2:13][CH2:14][C@@H:15]2[C@H:16]([CH3:23])[CH2:17][CH2:18][C:19]([O:21][CH3:22])=[O:20])[CH2:7]1. The reactants are [C:1]([OH:4])(=[O:3])[CH3:2].[OH:5][C@H:6]1[CH2:30][CH2:29][C@@:28]2([CH3:31])[C@H:8]([CH2:9][CH2:10][C@@H:11]3[C:27]2=[CH:26][CH2:25][C@@:24]2([CH3:32])[C@H:12]3[CH2:13][CH2:14][C@@H:15]2[C@H:16]([CH3:23])[CH2:17][CH2:18][C:19]([O:21][CH3:22])=[O:20])[CH2:7]1. The catalyst is CC(O)=O. (7) The reactants are [CH:1]1([CH:7]([C:9]2[C:10]([CH:24]3[CH2:26][CH2:25]3)=[N:11][N:12]([C:14]3[CH:19]=[CH:18][C:17]([C:20]([F:23])([F:22])[F:21])=[CH:16][N:15]=3)[CH:13]=2)O)[CH2:6][CH2:5][CH2:4][CH2:3][CH2:2]1.[NH2:27][C:28]1[CH:33]=[CH:32][C:31]([C:34]([N:36]([CH3:44])[CH2:37][CH2:38][C:39]([O:41]CC)=[O:40])=[O:35])=[CH:30][CH:29]=1. No catalyst specified. The product is [CH:1]1([CH:7]([NH:27][C:28]2[CH:29]=[CH:30][C:31]([C:34]([N:36]([CH3:44])[CH2:37][CH2:38][C:39]([OH:41])=[O:40])=[O:35])=[CH:32][CH:33]=2)[C:9]2[C:10]([CH:24]3[CH2:25][CH2:26]3)=[N:11][N:12]([C:14]3[CH:19]=[CH:18][C:17]([C:20]([F:21])([F:23])[F:22])=[CH:16][N:15]=3)[CH:13]=2)[CH2:2][CH2:3][CH2:4][CH2:5][CH2:6]1. The yield is 0.250. (8) The reactants are [C:1]([O:4][C@@H:5]1[C@@H:10]([O:11][C:12](=[O:14])[CH3:13])[C@H:9]([O:15][C:16](=[O:18])[CH3:17])[C@@H:8]([O:19]/[C:20](/[C:29]([O:31][CH2:32][CH3:33])=[O:30])=[CH:21]\[C:22]2[CH:27]=[CH:26][CH:25]=[CH:24][C:23]=2F)[O:7][C@H:6]1[CH2:34][O:35][C:36](=[O:38])[CH3:37])(=[O:3])[CH3:2].[H-].[Na+].[Br-].C(O[C@@H:46]1[C@@H:52](OC(=O)C)[C@H:51](OC(=O)C)[C@@H:50]([CH2:61]OC(=O)C)O[C@@H:47]1O)(=O)C. No catalyst specified. The product is [C:16]([O:15][C@H:9]1[C@H:10]([O:11][C:12](=[O:14])[CH3:13])[C@@H:5]([O:4][C:1](=[O:3])[CH3:2])[C@H:6]([CH2:34][O:35][C:36](=[O:38])[CH3:37])[O:7][C@@H:8]1[O:19]/[C:20](/[C:29]([O:31][CH2:32][CH3:33])=[O:30])=[CH:21]\[C:22]1[CH:27]=[C:26]([C:47]2[CH:46]=[CH:52][CH:51]=[CH:50][CH:61]=2)[CH:25]=[CH:24][CH:23]=1)(=[O:18])[CH3:17]. The yield is 0.160. (9) The yield is 0.740. The product is [Si:7]([O:24][CH2:25][C@@H:26]1[CH2:28][C@H:27]1[CH2:29][OH:30])([C:20]([CH3:23])([CH3:22])[CH3:21])([C:14]1[CH:15]=[CH:16][CH:17]=[CH:18][CH:19]=1)[C:8]1[CH:9]=[CH:10][CH:11]=[CH:12][CH:13]=1. The reactants are [H-].[H-].[H-].[H-].[Li+].[Al+3].[Si:7]([O:24][CH2:25][C@@H:26]1[CH2:28][C@H:27]1[C:29](OCC)=[O:30])([C:20]([CH3:23])([CH3:22])[CH3:21])([C:14]1[CH:19]=[CH:18][CH:17]=[CH:16][CH:15]=1)[C:8]1[CH:13]=[CH:12][CH:11]=[CH:10][CH:9]=1.O.[OH-].[Na+]. The catalyst is C1COCC1.